From a dataset of Peptide-MHC class I binding affinity with 185,985 pairs from IEDB/IMGT. Regression. Given a peptide amino acid sequence and an MHC pseudo amino acid sequence, predict their binding affinity value. This is MHC class I binding data. The MHC is HLA-A30:02 with pseudo-sequence HLA-A30:02. The binding affinity (normalized) is 0.467. The peptide sequence is ISSTPFAEY.